From a dataset of Forward reaction prediction with 1.9M reactions from USPTO patents (1976-2016). Predict the product of the given reaction. (1) Given the reactants [CH2:1]([Sn:5](=[O:10])[CH2:6][CH2:7][CH2:8][CH3:9])[CH2:2][CH2:3][CH3:4].[OH2:11].[C:12]1([CH3:18])[CH:17]=[CH:16][CH:15]=[CH:14][CH:13]=1, predict the reaction product. The product is: [OH:11][CH2:18][C@@H:12]1[CH2:17][CH2:16][CH2:15][CH2:14][C@H:13]1[OH:10].[CH2:1]([Sn:5][CH2:6][CH2:7][CH2:8][CH3:9])[CH2:2][CH2:3][CH3:4]. (2) Given the reactants [C:1]1([C:7]2[N:12]=[C:11]([C:13]3[CH:18]=[CH:17][N:16]=[CH:15][CH:14]=3)[N:10]=[C:9]([OH:19])[CH:8]=2)[CH:6]=[CH:5][CH:4]=[CH:3][CH:2]=1.[CH2:20](Br)[C:21]1[CH:26]=[CH:25][CH:24]=[CH:23][CH:22]=1.[BH4-].[Na+].O, predict the reaction product. The product is: [CH2:20]([N:16]1[CH2:17][CH:18]=[C:13]([C:11]2[N:10]=[C:9]([OH:19])[CH:8]=[C:7]([C:1]3[CH:2]=[CH:3][CH:4]=[CH:5][CH:6]=3)[N:12]=2)[CH2:14][CH2:15]1)[C:21]1[CH:26]=[CH:25][CH:24]=[CH:23][CH:22]=1. (3) Given the reactants [Cl:1][C:2]1[CH:18]=[CH:17][C:5]([CH:6]=[C:7]2[CH2:15][C:14]3[C:9](=[CH:10][CH:11]=[CH:12][CH:13]=3)[C:8]2=[O:16])=[CH:4][CH:3]=1.[Br:19]N1C(=O)CCC1=O.C(OOC(=O)C1C=CC=CC=1)(=O)C1C=CC=CC=1, predict the reaction product. The product is: [Br:19][CH:15]1[C:14]2[C:9](=[CH:10][CH:11]=[CH:12][CH:13]=2)[C:8](=[O:16])[C:7]1=[CH:6][C:5]1[CH:4]=[CH:3][C:2]([Cl:1])=[CH:18][CH:17]=1. (4) Given the reactants [C:1]1([C:7](=[C:15]2[CH2:20][C:19]([CH3:22])([CH3:21])[CH2:18][C:17]([CH3:24])([CH3:23])[CH2:16]2)[C:8]2[CH:13]=[CH:12][C:11]([OH:14])=[CH:10][CH:9]=2)[CH:6]=[CH:5][CH:4]=[CH:3][CH:2]=1.C([O-])([O-])=O.[K+].[K+].[CH2:31]([O:33][C:34](=[O:37])[CH2:35]Br)[CH3:32], predict the reaction product. The product is: [C:1]1([C:7](=[C:15]2[CH2:16][C:17]([CH3:24])([CH3:23])[CH2:18][C:19]([CH3:22])([CH3:21])[CH2:20]2)[C:8]2[CH:9]=[CH:10][C:11]([O:14][CH2:35][C:34]([O:33][CH2:31][CH3:32])=[O:37])=[CH:12][CH:13]=2)[CH:2]=[CH:3][CH:4]=[CH:5][CH:6]=1. (5) Given the reactants Cl[C:2]1[CH:3]=[C:4]2[CH2:10][N:9]([C:11]([O:13][C:14]([CH3:17])([CH3:16])[CH3:15])=[O:12])[C@@H:8]([CH:18]([CH3:20])[CH3:19])[C:5]2=[N:6][CH:7]=1.[CH2:21]([S:23]([C:26]1[CH:31]=[CH:30][C:29]([CH2:32][C:33]([NH2:35])=[O:34])=[CH:28][CH:27]=1)(=[O:25])=[O:24])[CH3:22].P([O-])([O-])([O-])=O.[K+].[K+].[K+], predict the reaction product. The product is: [CH2:21]([S:23]([C:26]1[CH:31]=[CH:30][C:29]([CH2:32][C:33]([NH:35][C:2]2[CH:3]=[C:4]3[CH2:10][N:9]([C:11]([O:13][C:14]([CH3:17])([CH3:16])[CH3:15])=[O:12])[C@@H:8]([CH:18]([CH3:20])[CH3:19])[C:5]3=[N:6][CH:7]=2)=[O:34])=[CH:28][CH:27]=1)(=[O:25])=[O:24])[CH3:22].